From a dataset of Catalyst prediction with 721,799 reactions and 888 catalyst types from USPTO. Predict which catalyst facilitates the given reaction. Reactant: Br[C:2]1[NH:18][C:5]2[N:6]=[CH:7][N:8]=[C:9]([O:10][C:11]3[CH:12]=[CH:13][CH:14]=[C:15]([OH:17])[CH:16]=3)[C:4]=2[CH:3]=1.ClCl.[O-]P([O-])([O-])=O.[K+].[K+].[K+].O1[CH2:34][CH2:33]OCC1. Product: [NH2:6][C:5]1[CH:4]=[C:3]([C:2]2[NH:18][C:5]3[N:6]=[CH:7][N:8]=[C:9]([O:10][C:11]4[CH:16]=[C:15]([OH:17])[CH:14]=[CH:13][CH:12]=4)[C:4]=3[CH:3]=2)[CH:2]=[CH:33][CH:34]=1. The catalyst class is: 140.